Predict which catalyst facilitates the given reaction. From a dataset of Catalyst prediction with 721,799 reactions and 888 catalyst types from USPTO. (1) Reactant: C([Li])(CC)C.[F:6][C:7]([F:20])([F:19])[C:8]1[CH:18]=[CH:17][C:11]([O:12][CH2:13][C:14]([OH:16])=[O:15])=[CH:10][CH:9]=1.C[O:22][B:23](OC)[O:24]C. Product: [B:23]([C:10]1[CH:9]=[C:8]([C:7]([F:19])([F:20])[F:6])[CH:18]=[CH:17][C:11]=1[O:12][CH2:13][C:14]([OH:16])=[O:15])([OH:24])[OH:22]. The catalyst class is: 1. (2) Reactant: [C:1]([C:4]1[CH:28]=[CH:27][C:7]([O:8][CH2:9][C:10]2[CH:11]=[C:12]([CH:24]=[CH:25][CH:26]=2)[C:13]([NH:15][C:16]2[CH:21]=[CH:20][CH:19]=[C:18]([C:22]#[N:23])[CH:17]=2)=[O:14])=[C:6]([CH2:29][CH2:30][CH3:31])[C:5]=1[OH:32])(=[O:3])[CH3:2].[N-:33]=[N+:34]=[N-:35].[Na+].[Cl-].[NH4+]. Product: [C:1]([C:4]1[CH:28]=[CH:27][C:7]([O:8][CH2:9][C:10]2[CH:11]=[C:12]([CH:24]=[CH:25][CH:26]=2)[C:13]([NH:15][C:16]2[CH:21]=[CH:20][CH:19]=[C:18]([C:22]3[N:33]=[N:34][NH:35][N:23]=3)[CH:17]=2)=[O:14])=[C:6]([CH2:29][CH2:30][CH3:31])[C:5]=1[OH:32])(=[O:3])[CH3:2]. The catalyst class is: 35. (3) Product: [N:11]1[N:12]=[CH:13][N:1]([C:2]2[CH:7]=[CH:6][C:5]([OH:8])=[CH:4][CH:3]=2)[CH:9]=1. Reactant: [NH2:1][C:2]1[CH:7]=[CH:6][C:5]([OH:8])=[CH:4][CH:3]=1.[CH:9]([NH:11][NH:12][CH:13]=O)=O.CC1C=CC(S(O)(=O)=O)=CC=1. The catalyst class is: 588. (4) Reactant: [CH3:1][C:2]([NH:4][CH2:5][C@@H:6]1[O:11][C:9](=[O:10])[N:8]([C:12]2[CH:13]=[CH:14][C:15]([N:19]3[CH2:24][CH2:23][O:22][CH2:21][CH2:20]3)=[C:16]([F:18])[CH:17]=2)[CH2:7]1)=[O:3].[S:25](=[O:29])(=[O:28])([OH:27])[OH:26]. Product: [CH3:1][C:2]([NH:4][CH2:5][C@@H:6]1[O:11][C:9](=[O:10])[N:8]([C:12]2[CH:13]=[CH:14][C:15]([N:19]3[CH2:24][CH2:23][O:22][CH2:21][CH2:20]3)=[C:16]([F:18])[CH:17]=2)[CH2:7]1)=[O:3].[S:25]([O-:29])([O-:28])(=[O:27])=[O:26]. The catalyst class is: 1. (5) The catalyst class is: 1. Reactant: [Cl:1][C:2]1[CH:3]=[C:4]([C@H:8]2[CH2:13][CH:12]([CH3:14])[C:11](=[O:15])[N:10]([C@@H:16]([CH2:26][CH3:27])[CH2:17][N:18]([CH3:25])[S:19]([CH:22]3[CH2:24][CH2:23]3)(=[O:21])=[O:20])[C@@H:9]2[C:28]2[CH:33]=[CH:32][C:31]([Cl:34])=[CH:30][CH:29]=2)[CH:5]=[CH:6][CH:7]=1.C([N-]C(C)C)(C)C.[Li+].Br[CH2:44][CH2:45][CH:46]=[CH2:47]. Product: [CH2:44]([C:12]1([CH3:14])[CH2:13][C@H:8]([C:4]2[CH:5]=[CH:6][CH:7]=[C:2]([Cl:1])[CH:3]=2)[C@@H:9]([C:28]2[CH:33]=[CH:32][C:31]([Cl:34])=[CH:30][CH:29]=2)[N:10]([C@@H:16]([CH2:26][CH3:27])[CH2:17][N:18]([CH3:25])[S:19]([CH:22]2[CH2:23][CH2:24]2)(=[O:21])=[O:20])[C:11]1=[O:15])[CH2:45][CH:46]=[CH2:47]. (6) Reactant: C([O:8][C:9]1[CH:14]=[CH:13][CH:12]=[CH:11][C:10]=1[C:15]1[O:16][C@@H:17]([CH3:25])[C@H:18]([C:20]([NH:22][CH2:23][CH3:24])=[O:21])[N:19]=1)C1C=CC=CC=1. Product: [CH2:23]([NH:22][C:20]([C@H:18]1[C@H:17]([CH3:25])[O:16][C:15]([C:10]2[CH:11]=[CH:12][CH:13]=[CH:14][C:9]=2[OH:8])=[N:19]1)=[O:21])[CH3:24]. The catalyst class is: 50. (7) Reactant: Cl.CO[C:4]1[CH:9]=[CH:8][CH:7]=[CH:6][C:5]=1[CH2:10][CH2:11][CH2:12][NH2:13].[CH2:14]([O:16][C:17]([C:19]1[C:20]([CH3:26])=[N:21][C:22](Cl)=[N:23][CH:24]=1)=[O:18])[CH3:15].[C:27]([O-])(=[O:29])C.[K+]. Product: [CH2:14]([O:16][C:17]([C:19]1[C:20]([CH3:26])=[N:21][C:22]([NH:13][CH2:12][CH2:11][CH2:10][C:5]2[CH:4]=[CH:9][CH:8]=[C:7]([O:29][CH3:27])[CH:6]=2)=[N:23][CH:24]=1)=[O:18])[CH3:15]. The catalyst class is: 8. (8) Reactant: [CH3:1][O:2][C:3]1[CH:4]=[C:5]2[C:10](=[CH:11][C:12]=1[O:13][CH3:14])[N:9]=[CH:8][N:7]=[C:6]2[O:15][C:16]1[CH:26]=[CH:25][C:19]([O:20][CH2:21][C:22](O)=[O:23])=[CH:18][CH:17]=1.CCN=C=NCCCN(C)C.Cl.[CH:39]1[CH:40]=[CH:41]C2N(O)N=[N:45][C:43]=2[CH:44]=1.N1CCCCC1.C(=O)([O-])O.[Na+]. Product: [CH3:1][O:2][C:3]1[CH:4]=[C:5]2[C:10](=[CH:11][C:12]=1[O:13][CH3:14])[N:9]=[CH:8][N:7]=[C:6]2[O:15][C:16]1[CH:26]=[CH:25][C:19]([O:20][CH2:21][C:22]([N:45]2[CH2:41][CH2:40][CH2:39][CH2:44][CH2:43]2)=[O:23])=[CH:18][CH:17]=1. The catalyst class is: 146. (9) Reactant: [CH2:1]([O:3][C:4]([CH:6]1[CH2:11][CH2:10][N:9]([C:12]2[C:17]([N+:18]([O-:20])=[O:19])=[C:16](Cl)[N:15]=[CH:14][N:13]=2)[CH2:8][CH2:7]1)=[O:5])[CH3:2].[Br:22][C:23]1[CH:29]=[CH:28][C:26]([NH2:27])=[CH:25][CH:24]=1. Product: [CH2:1]([O:3][C:4]([CH:6]1[CH2:11][CH2:10][N:9]([C:12]2[C:17]([N+:18]([O-:20])=[O:19])=[C:16]([NH:27][C:26]3[CH:28]=[CH:29][C:23]([Br:22])=[CH:24][CH:25]=3)[N:15]=[CH:14][N:13]=2)[CH2:8][CH2:7]1)=[O:5])[CH3:2]. The catalyst class is: 12. (10) Reactant: [Cl-].C[N+:3]1C(=O)N(C)[CH:6]=[CH:7][CH:8]=1.[C:11]([C:14]1[CH:19]=[CH:18][N:17]=[CH:16][CH:15]=1)(=O)[CH3:12].C(O)(=O)C.C([O-])(=O)C.[NH4+].[OH-].[Na+]. Product: [N:3]1[CH:8]=[CH:7][CH:6]=[CH:12][C:11]=1[C:14]1[CH:19]=[CH:18][N:17]=[CH:16][CH:15]=1. The catalyst class is: 556.